Dataset: Catalyst prediction with 721,799 reactions and 888 catalyst types from USPTO. Task: Predict which catalyst facilitates the given reaction. (1) Reactant: [Cl:1][C:2]1[C:3]([F:43])=[C:4]([C@@H:8]2[C@:12]([C:15]3[CH:20]=[CH:19][C:18]([Cl:21])=[CH:17][C:16]=3[F:22])([C:13]#[N:14])[C@H:11]([CH2:23][C:24]([CH3:27])([CH3:26])[CH3:25])[NH:10][C@H:9]2[C:28]([NH:30][C:31]2[C:40]([F:41])=[CH:39][C:34]([C:35]([O:37]C)=[O:36])=[C:33]([F:42])[CH:32]=2)=[O:29])[CH:5]=[CH:6][CH:7]=1.[Al](Br)(Br)Br.CSC. Product: [Cl:21][C:18]1[CH:19]=[CH:20][C:15]([C@@:12]2([C:13]#[N:14])[C@H:11]([CH2:23][C:24]([CH3:26])([CH3:25])[CH3:27])[NH:10][C@@H:9]([C:28]([NH:30][C:31]3[C:40]([F:41])=[CH:39][C:34]([C:35]([OH:37])=[O:36])=[C:33]([F:42])[CH:32]=3)=[O:29])[C@@H:8]2[C:4]2[CH:5]=[CH:6][CH:7]=[C:2]([Cl:1])[C:3]=2[F:43])=[C:16]([F:22])[CH:17]=1. The catalyst class is: 2. (2) Reactant: FC(F)(F)C1C=C(NC2C(=O)C(=O)C=2N[C@@H](C2C3C(=CC=C(OC)C=3)N=CC=2)[C@H]2CC3CCN2CC3C=C)C=C(C(F)(F)F)C=1.[C:46]([O:50][C:51](=[O:75])[C:52]1[CH:57]=[CH:56][C:55]([C:58](=[O:73])/[CH:59]=[C:60](\[C:65]2[CH:70]=[C:69]([Cl:71])[CH:68]=[C:67]([Cl:72])[CH:66]=2)/[C:61]([F:64])([F:63])[F:62])=[CH:54][C:53]=1[CH3:74])([CH3:49])([CH3:48])[CH3:47].[N+:76]([CH3:79])([O-:78])=[O:77].O. Product: [C:46]([O:50][C:51](=[O:75])[C:52]1[CH:57]=[CH:56][C:55]([C:58](=[O:73])[CH2:59][C@:60]([C:65]2[CH:70]=[C:69]([Cl:71])[CH:68]=[C:67]([Cl:72])[CH:66]=2)([CH2:79][N+:76]([O-:78])=[O:77])[C:61]([F:62])([F:64])[F:63])=[CH:54][C:53]=1[CH3:74])([CH3:49])([CH3:48])[CH3:47]. The catalyst class is: 26. (3) Reactant: [NH2:1][C:2]1[CH:7]=[N:6][CH:5]=[C:4](Cl)[N:3]=1.[C:9]([C:11]([C:14]1[CH:19]=[CH:18][C:17](B(O)O)=[CH:16][CH:15]=1)([CH3:13])[CH3:12])#[N:10].C(=O)([O-])[O-].[Cs+].[Cs+]. Product: [NH2:1][C:2]1[N:3]=[C:4]([C:17]2[CH:18]=[CH:19][C:14]([C:11]([CH3:13])([CH3:12])[C:9]#[N:10])=[CH:15][CH:16]=2)[CH:5]=[N:6][CH:7]=1. The catalyst class is: 335. (4) Reactant: [O:1]=[C:2]1[N:13]2[C:14]3[C:9]([CH2:10][CH2:11][CH2:12]2)=[CH:8][CH:7]=[CH:6][C:5]=3[CH:4]=[C:3]1[C:15]([O:17][CH2:18][CH3:19])=[O:16].CO[CH2:22][N:23]([CH2:29][C:30]1[CH:35]=[CH:34][CH:33]=[CH:32][CH:31]=1)[CH2:24][Si](C)(C)C.FC(F)(F)C(O)=O. Product: [CH2:29]([N:23]1[CH2:24][C@H:4]2[C@:3]([C:15]([O:17][CH2:18][CH3:19])=[O:16])([C:2](=[O:1])[N:13]3[CH2:12][CH2:11][CH2:10][C:9]4[CH:8]=[CH:7][CH:6]=[C:5]2[C:14]3=4)[CH2:22]1)[C:30]1[CH:35]=[CH:34][CH:33]=[CH:32][CH:31]=1. The catalyst class is: 2. (5) Reactant: N[C:2]1[S:3][C:4]([C:9]([O:11][CH2:12][CH3:13])=[O:10])=[C:5]([CH2:7][CH3:8])[N:6]=1.B(F)(F)F.CCOCC.N(OC(C)(C)C)=O.[Na].[OH-].[Na+]. Product: [CH2:7]([C:5]1[N:6]=[CH:2][S:3][C:4]=1[C:9]([O:11][CH2:12][CH3:13])=[O:10])[CH3:8]. The catalyst class is: 1.